This data is from Choline transporter screen with 302,306 compounds. The task is: Binary Classification. Given a drug SMILES string, predict its activity (active/inactive) in a high-throughput screening assay against a specified biological target. (1) The molecule is S(CC(=O)NCCCN1C(CCCC1)CC)c1nn2c(c(Cc3ccccc3)c(nc2n1)C)C. The result is 0 (inactive). (2) The drug is S(CC(=O)N1CCc2c(C1)cccc2)c1n(nnn1)c1ccccc1. The result is 0 (inactive). (3) The molecule is O=C(N1CCN(C(CC)CC)CC1)c1cc(OC)c(OC)c(OC)c1. The result is 0 (inactive). (4) The molecule is O=C(NNC(=O)CCC(=O)Nc1ccccc1)C(c1ccccc1)c1ccccc1. The result is 0 (inactive).